Task: Predict which catalyst facilitates the given reaction.. Dataset: Catalyst prediction with 721,799 reactions and 888 catalyst types from USPTO (1) Reactant: [CH3:1][C:2]1[NH:3][CH:4]=[C:5]([CH3:7])[N:6]=1.F[C:9]1[CH:14]=[CH:13][C:12]([N+:15]([O-:17])=[O:16])=[CH:11][C:10]=1[F:18].C(=O)(O)[O-].[Na+].O. Product: [F:18][C:10]1[CH:11]=[C:12]([N+:15]([O-:17])=[O:16])[CH:13]=[CH:14][C:9]=1[N:3]1[CH:4]=[C:5]([CH3:7])[N:6]=[C:2]1[CH3:1]. The catalyst class is: 16. (2) Reactant: [CH:1]1([NH:4][C:5]([CH:7]2[O:11]C(C)=[N:9][CH:8]2[CH2:13][CH2:14][CH3:15])=[O:6])[CH2:3][CH2:2]1.[ClH:16]. Product: [ClH:16].[CH:1]1([NH:4][C:5](=[O:6])[C@@H:7]([OH:11])[C@@H:8]([NH2:9])[CH2:13][CH2:14][CH3:15])[CH2:3][CH2:2]1. The catalyst class is: 5. (3) Reactant: [Cl:1][C:2]1[CH:3]=[C:4]([CH:8]([NH:11][C:12]2[O:13][C:14]3[C:20]([O:21][CH3:22])=[CH:19][C:18]([C:23]([OH:25])=O)=[CH:17][C:15]=3[N:16]=2)[CH2:9][F:10])[CH:5]=[CH:6][CH:7]=1.[CH3:26][C:27]1([CH2:34][CH2:35][OH:36])[O:32][CH2:31][C@@H:30]([CH3:33])[NH:29][CH2:28]1.C(N(CC)C(C)C)(C)C.CN(C(ON1N=NC2C=CC=NC1=2)=[N+](C)C)C.F[P-](F)(F)(F)(F)F. Product: [Cl:1][C:2]1[CH:3]=[C:4]([CH:8]([NH:11][C:12]2[O:13][C:14]3[C:20]([O:21][CH3:22])=[CH:19][C:18]([C:23]([N:29]4[C@H:30]([CH3:33])[CH2:31][O:32][C:27]([CH2:34][CH2:35][OH:36])([CH3:26])[CH2:28]4)=[O:25])=[CH:17][C:15]=3[N:16]=2)[CH2:9][F:10])[CH:5]=[CH:6][CH:7]=1. The catalyst class is: 9.